This data is from Cav3 T-type calcium channel HTS with 100,875 compounds. The task is: Binary Classification. Given a drug SMILES string, predict its activity (active/inactive) in a high-throughput screening assay against a specified biological target. (1) The drug is O=C(NC1CCCC1)C1CCN(CC1)Cc1cc(OC)c(O)c(OC)c1. The result is 0 (inactive). (2) The molecule is S(c1n(C2CCN(CC2)C(OCC)=O)c(=O)c2sccc2n1)CC(=O)NCc1occc1. The result is 0 (inactive). (3) The molecule is Clc1ccc(SCC(=O)Nc2cc(c3oc4c(n3)nccc4)ccc2)cc1. The result is 0 (inactive). (4) The drug is S(=O)(=O)(N1CCOCC1)c1c(ccc(c1)C(OCC(=O)Nc1c(cccc1)C(F)(F)F)=O)C. The result is 0 (inactive). (5) The result is 0 (inactive). The drug is Clc1c(OCCOC(=O)c2ccc(n3nnnc3)cc2)cccc1. (6) The compound is O=C(N(C1CCCCC1)C)CNC(=O)Cn1c(cc2c(c1=O)cccc2)C. The result is 0 (inactive). (7) The molecule is O=C(NCc1ccccc1)c1c(NC(=O)c2c(cccc2)C)cccc1. The result is 0 (inactive). (8) The compound is S=c1n(c(nc(=S)n1\C(=N\C)c1occc1)c1occc1)C. The result is 0 (inactive). (9) The compound is s1c(Nc2ncccc2C)nc(c2ccc(OC)cc2)c1. The result is 0 (inactive). (10) The drug is O=C(N)/C(=C(\NCCN(C)C)C)C#N. The result is 0 (inactive).